Dataset: Catalyst prediction with 721,799 reactions and 888 catalyst types from USPTO. Task: Predict which catalyst facilitates the given reaction. (1) Reactant: [Cl:1][C:2]1[C:7]([Cl:8])=[CH:6][CH:5]=[CH:4][C:3]=1[N:9]1[CH2:14][CH2:13][NH:12][CH2:11][CH2:10]1.C(=O)([O-])[O-].[K+].[K+].I[CH2:22][CH2:23][CH3:24].Cl. Product: [Cl:1][C:2]1[C:7]([Cl:8])=[CH:6][CH:5]=[CH:4][C:3]=1[N:9]1[CH2:14][CH2:13][N:12]([CH2:22][CH2:23][CH3:24])[CH2:11][CH2:10]1. The catalyst class is: 10. (2) Reactant: [F:1][C:2]([F:38])([F:37])[CH:3]([C:30]1[CH:35]=[CH:34][N+:33]([O-])=[CH:32][CH:31]=1)[O:4][C:5]1[C:14]([N:15]([CH2:22][O:23][CH2:24][CH2:25][Si:26]([CH3:29])([CH3:28])[CH3:27])[S:16]([CH2:19][CH2:20][CH3:21])(=[O:18])=[O:17])=[N:13][C:12]2[C:7](=[CH:8][CH:9]=[CH:10][CH:11]=2)[N:6]=1.C[Si]([C:43]#[N:44])(C)C.CN(C)C(Cl)=O.C(=O)(O)[O-].[Na+]. Product: [C:43]([C:34]1[CH:35]=[C:30]([CH:3]([O:4][C:5]2[C:14]([N:15]([CH2:22][O:23][CH2:24][CH2:25][Si:26]([CH3:29])([CH3:28])[CH3:27])[S:16]([CH2:19][CH2:20][CH3:21])(=[O:18])=[O:17])=[N:13][C:12]3[C:7]([N:6]=2)=[CH:8][CH:9]=[CH:10][CH:11]=3)[C:2]([F:38])([F:37])[F:1])[CH:31]=[CH:32][N:33]=1)#[N:44]. The catalyst class is: 46.